Dataset: Peptide-MHC class I binding affinity with 185,985 pairs from IEDB/IMGT. Task: Regression. Given a peptide amino acid sequence and an MHC pseudo amino acid sequence, predict their binding affinity value. This is MHC class I binding data. The peptide sequence is SHSIPNGLL. The MHC is HLA-B15:01 with pseudo-sequence HLA-B15:01. The binding affinity (normalized) is 0.0847.